From a dataset of Forward reaction prediction with 1.9M reactions from USPTO patents (1976-2016). Predict the product of the given reaction. (1) Given the reactants [C:1]([C:5]1[CH:9]=[C:8]([NH:10][C:11]([NH:13][C:14]2[C:23]3[C:18](=[CH:19][CH:20]=[CH:21][CH:22]=3)[CH:17]=[CH:16][CH:15]=2)=[O:12])[N:7]([C:24]2[CH:29]=[CH:28][C:27]([CH:30]=[O:31])=[CH:26][CH:25]=2)[N:6]=1)([CH3:4])([CH3:3])[CH3:2].[CH3:32][Mg]Br, predict the reaction product. The product is: [C:1]([C:5]1[CH:9]=[C:8]([NH:10][C:11]([NH:13][C:14]2[C:23]3[C:18](=[CH:19][CH:20]=[CH:21][CH:22]=3)[CH:17]=[CH:16][CH:15]=2)=[O:12])[N:7]([C:24]2[CH:29]=[CH:28][C:27]([CH:30]([OH:31])[CH3:32])=[CH:26][CH:25]=2)[N:6]=1)([CH3:4])([CH3:2])[CH3:3]. (2) Given the reactants [CH:1]([C:3]1[N:8]=[C:7]([C:9]([OH:11])=[O:10])[CH:6]=[CH:5][CH:4]=1)=O.[NH:12]1[CH2:17][CH2:16][CH2:15][CH2:14][CH2:13]1.C(O)(=O)C.C(O[BH-](OC(=O)C)OC(=O)C)(=O)C.[Na+], predict the reaction product. The product is: [N:12]1([CH2:1][C:3]2[N:8]=[C:7]([C:9]([OH:11])=[O:10])[CH:6]=[CH:5][CH:4]=2)[CH2:17][CH2:16][CH2:15][CH2:14][CH2:13]1. (3) The product is: [CH3:15][N:14]([CH3:16])[C:12]1[C:11]([C:17]([F:18])([F:19])[F:20])=[CH:10][C:9]2[NH:21][C:28](=[O:45])[CH2:29][C:30]([C:32]3[CH:37]=[CH:36][CH:35]=[C:34]([C:38]4[CH:43]=[CH:42][N:41]=[C:40]([CH3:44])[N:39]=4)[CH:33]=3)=[N:7][C:8]=2[CH:13]=1. Given the reactants C(OC(=O)[NH:7][C:8]1[CH:13]=[C:12]([N:14]([CH3:16])[CH3:15])[C:11]([C:17]([F:20])([F:19])[F:18])=[CH:10][C:9]=1[NH2:21])(C)(C)C.C(O[C:28](=[O:45])[CH2:29][C:30]([C:32]1[CH:37]=[CH:36][CH:35]=[C:34]([C:38]2[CH:43]=[CH:42][N:41]=[C:40]([CH3:44])[N:39]=2)[CH:33]=1)=O)(C)(C)C, predict the reaction product. (4) Given the reactants [CH2:1]([N:4]1[CH2:9][CH2:8][N:7](C(OC(C)(C)C)=O)[CH2:6][CH2:5]1)[C:2]#[CH:3], predict the reaction product. The product is: [CH2:1]([N:4]1[CH2:9][CH2:8][NH:7][CH2:6][CH2:5]1)[C:2]#[CH:3]. (5) Given the reactants [F:1][C:2]1[CH:3]=[C:4]([CH:7]=[CH:8][C:9]=1[F:10])[CH:5]=O.C(O[C:14](=[O:18])[CH2:15][C:16]#[N:17])C.[CH:19]1([NH:22][C:23]([NH2:25])=[NH:24])[CH2:21][CH2:20]1.Cl.C(=O)([O-])[O-].[K+].[K+], predict the reaction product. The product is: [C:16]([C:15]1[C:14](=[O:18])[NH:25][C:23]([NH:22][CH:19]2[CH2:21][CH2:20]2)=[N:24][C:5]=1[C:4]1[CH:7]=[CH:8][C:9]([F:10])=[C:2]([F:1])[CH:3]=1)#[N:17]. (6) Given the reactants [Cl:1][C:2]1[N:3]=[C:4]([N:11]2[CH2:16][CH2:15][O:14][CH2:13][CH2:12]2)[C:5]2[S:10][CH:9]=[CH:8][C:6]=2[N:7]=1.C([Li])CCC.[CH3:22][S:23][C:24]1[CH:31]=[CH:30][C:27]([CH:28]=[O:29])=[CH:26][CH:25]=1, predict the reaction product. The product is: [Cl:1][C:2]1[N:3]=[C:4]([N:11]2[CH2:16][CH2:15][O:14][CH2:13][CH2:12]2)[C:5]2[S:10][C:9]([CH:28]([C:27]3[CH:30]=[CH:31][C:24]([S:23][CH3:22])=[CH:25][CH:26]=3)[OH:29])=[CH:8][C:6]=2[N:7]=1. (7) The product is: [CH3:7][O:6][CH:1]([O:4][CH3:5])[C:13]1[CH:16]=[CH:17][CH:18]=[C:11]([CH:8]([CH3:10])[CH3:9])[C:12]=1[O:19][CH2:20][O:21][CH3:22]. Given the reactants [CH:1]([O:6][CH3:7])([O:4][CH3:5])OC.[CH:8]([C:11]1[C:12]([O:19][CH2:20][O:21][CH3:22])=[C:13]([CH:16]=[CH:17][CH:18]=1)C=O)([CH3:10])[CH3:9], predict the reaction product. (8) Given the reactants [CH2:1]([C:3]1[S:7][C:6]([C:8](=[O:10])[CH3:9])=[CH:5][C:4]=1[C:11]1[CH:16]=[CH:15][CH:14]=[CH:13][CH:12]=1)[CH3:2].[Cl:17][C:18]1[CH:19]=[C:20]([CH:23]=[C:24]([O:27][CH3:28])[C:25]=1[OH:26])[CH:21]=O, predict the reaction product. The product is: [Cl:17][C:18]1[CH:19]=[C:20]([CH2:21][CH2:9][C:8]([C:6]2[S:7][C:3]([CH2:1][CH3:2])=[C:4]([C:11]3[CH:16]=[CH:15][CH:14]=[CH:13][CH:12]=3)[CH:5]=2)=[O:10])[CH:23]=[C:24]([O:27][CH3:28])[C:25]=1[OH:26].